Dataset: Catalyst prediction with 721,799 reactions and 888 catalyst types from USPTO. Task: Predict which catalyst facilitates the given reaction. (1) Reactant: C(O[C:6](=O)[N:7]([CH:9]([C:11]1[N:12](C2CCCCO2)[C:13]2[C:18]([N:19]=1)=[C:17]([N:20]1[CH2:25][CH2:24][O:23][CH2:22][CH2:21]1)[N:16]=[C:15]([Cl:26])[N:14]=2)[CH3:10])C)(C)(C)C.O.C1(C)C=CC(S(O)(=O)=O)=CC=1. Product: [Cl:26][C:15]1[N:14]=[C:13]2[C:18]([N:19]=[C:11]([CH:9]([NH:7][CH3:6])[CH3:10])[NH:12]2)=[C:17]([N:20]2[CH2:21][CH2:22][O:23][CH2:24][CH2:25]2)[N:16]=1. The catalyst class is: 5. (2) Reactant: [F:1][CH:2]([F:14])[O:3][C:4]1[N:9]=[CH:8][N:7]=[C:6]([C:10]([O-])=[O:11])[C:5]=1[CH3:13].[BH4-].[Na+]. Product: [F:14][CH:2]([F:1])[O:3][C:4]1[N:9]=[CH:8][N:7]=[C:6]([CH2:10][OH:11])[C:5]=1[CH3:13]. The catalyst class is: 8. (3) Reactant: N[C@H](C(O)=O)CC1C=CC=CC=1.[NH:13]([N:25]=[N+:26]=[N-:27])[C@H:14]([C:22]([OH:24])=[O:23])[CH2:15][C:16]1[CH:21]=[CH:20][CH:19]=[CH:18][CH:17]=1.C1C=CC2N(O)N=NC=2C=1.C1CCC(N=C=NC2CCCCC2)CC1.[CH2:53]([NH2:60])[C:54]1[CH:59]=[CH:58][CH:57]=[CH:56][CH:55]=1. Product: [NH:13]([N:25]=[N+:26]=[N-:27])[C@H:14]([C:22]([OH:24])=[O:23])[CH2:15][C:16]1[CH:21]=[CH:20][CH:19]=[CH:18][CH:17]=1.[N:13]([C@@H:14]([CH2:15][C:16]1[CH:17]=[CH:18][CH:19]=[CH:20][CH:21]=1)[C:22]([NH:60][CH2:53][C:54]1[CH:59]=[CH:58][CH:57]=[CH:56][CH:55]=1)=[O:24])=[N+:25]=[N-:26]. The catalyst class is: 3. (4) Reactant: [C:1]([O:4][C@H:5]1[C@@H:9]([O:10][C:11](=[O:13])[CH3:12])[C@H:8]([N:14]2[CH:22]=[N:21][C:20]3[C:15]2=[N:16][C:17]([Cl:34])=[N:18][C:19]=3[NH:23][CH2:24][CH2:25][NH:26]C(OC(C)(C)C)=O)[O:7][C@@H:6]1[CH2:35][S:36][CH2:37][CH2:38][CH:39]([NH:44][C:45]([O:47][CH2:48][CH:49]1[C:61]2[CH:60]=[CH:59][CH:58]=[CH:57][C:56]=2[C:55]2[C:50]1=[CH:51][CH:52]=[CH:53][CH:54]=2)=[O:46])[C:40]([O:42][CH3:43])=[O:41])(=[O:3])[CH3:2].FC(F)(F)C(O)=O. Product: [C:1]([O:4][C@H:5]1[C@@H:9]([O:10][C:11](=[O:13])[CH3:12])[C@H:8]([N:14]2[CH:22]=[N:21][C:20]3[C:15]2=[N:16][C:17]([Cl:34])=[N:18][C:19]=3[NH:23][CH2:24][CH2:25][NH2:26])[O:7][C@@H:6]1[CH2:35][S:36][CH2:37][CH2:38][CH:39]([NH:44][C:45]([O:47][CH2:48][CH:49]1[C:61]2[CH:60]=[CH:59][CH:58]=[CH:57][C:56]=2[C:55]2[C:50]1=[CH:51][CH:52]=[CH:53][CH:54]=2)=[O:46])[C:40]([O:42][CH3:43])=[O:41])(=[O:3])[CH3:2]. The catalyst class is: 2. (5) Product: [I:19][C:15]1[CH:14]=[C:13]2[C:18]([C:10]3[CH2:9][CH2:8][NH:7][C:6]4([C:11]=3[NH:12]2)[CH2:32][CH2:33][O:28][CH2:29][CH2:30]4)=[CH:17][CH:16]=1. Reactant: C(O[C:6](=O)[NH:7][CH2:8][CH2:9][C:10]1[C:18]2[C:13](=[CH:14][C:15]([I:19])=[CH:16][CH:17]=2)[NH:12][CH:11]=1)(C)(C)C.C(O)(C(F)(F)F)=O.[O:28]1[CH2:33][CH2:32]C(=O)[CH2:30][CH2:29]1. The catalyst class is: 26. (6) Reactant: [CH2:1]=[CH:2][C:3]1[CH:8]=[CH:7][CH:6]=[CH:5][CH:4]=1.[C:9]([O:14][CH2:15][CH:16]1[O:18][CH2:17]1)(=[O:13])[C:10]([CH3:12])=[CH2:11].C(C1C=CC=CC=1C=C)=C.C(OCC1OC1)(=O)C(C)=C.C(C1C=CC=CC=1C=C)=C. Product: [CH2:1]=[CH:2][C:3]1[CH:8]=[CH:7][CH:6]=[CH:5][CH:4]=1.[C:9]([O:14][CH2:15][CH:16]1[O:18][CH2:17]1)(=[O:13])[C:10]([CH3:12])=[CH2:11]. The catalyst class is: 6. (7) Reactant: C(O)C.[F:4][CH:5]1[C:10](=[O:11])[CH2:9][CH2:8][N:7]([C:12]([O:14][C:15]([CH3:18])([CH3:17])[CH3:16])=[O:13])[CH2:6]1.[BH4-].[Na+].O. Product: [F:4][CH:5]1[CH:10]([OH:11])[CH2:9][CH2:8][N:7]([C:12]([O:14][C:15]([CH3:18])([CH3:17])[CH3:16])=[O:13])[CH2:6]1. The catalyst class is: 13.